This data is from Catalyst prediction with 721,799 reactions and 888 catalyst types from USPTO. The task is: Predict which catalyst facilitates the given reaction. (1) Reactant: Cl[C:2]1[N:7]=[CH:6][C:5]([O:8][CH2:9][CH2:10][C@H:11]([CH:13]2[CH2:18][CH2:17][N:16]([C:19]3[O:23][N:22]=[C:21]([CH:24]([CH3:26])[CH3:25])[N:20]=3)[CH2:15][CH2:14]2)[CH3:12])=[CH:4][N:3]=1.[C:27]([O:31][C:32](=[O:46])[NH:33][C@@H:34]1[C@@H:38]([N:39]2[CH2:44][CH2:43][CH2:42][CH2:41][C:40]2=[O:45])[CH2:37][NH:36][CH2:35]1)([CH3:30])([CH3:29])[CH3:28].C1CCN2C(=NCCC2)CC1. Product: [C:27]([O:31][C:32](=[O:46])[NH:33][C@@H:34]1[C@@H:38]([N:39]2[CH2:44][CH2:43][CH2:42][CH2:41][C:40]2=[O:45])[CH2:37][N:36]([C:2]2[N:7]=[CH:6][C:5]([O:8][CH2:9][CH2:10][C@H:11]([CH:13]3[CH2:18][CH2:17][N:16]([C:19]4[O:23][N:22]=[C:21]([CH:24]([CH3:26])[CH3:25])[N:20]=4)[CH2:15][CH2:14]3)[CH3:12])=[CH:4][N:3]=2)[CH2:35]1)([CH3:30])([CH3:28])[CH3:29]. The catalyst class is: 58. (2) Reactant: [NH2:1][C:2]1[S:6][C:5]([NH:7][C:8]2[CH:17]=[CH:16][C:15]3[C:10](=[CH:11][CH:12]=[CH:13][CH:14]=3)[CH:9]=2)=[N:4][C:3]=1[C:18]([O:20][CH2:21][CH3:22])=[O:19].[F:23][C:24]1[CH:32]=[CH:31][C:27]([C:28](Cl)=[O:29])=[CH:26][CH:25]=1. Product: [F:23][C:24]1[CH:32]=[CH:31][C:27]([C:28]([NH:1][C:2]2[S:6][C:5]([NH:7][C:8]3[CH:17]=[CH:16][C:15]4[C:10](=[CH:11][CH:12]=[CH:13][CH:14]=4)[CH:9]=3)=[N:4][C:3]=2[C:18]([O:20][CH2:21][CH3:22])=[O:19])=[O:29])=[CH:26][CH:25]=1. The catalyst class is: 436. (3) Reactant: C(NC(C)C)(C)C.C([Li])CCC.[S:13]1[CH:17]=[CH:16][CH:15]=[C:14]1[C:18]([O:20][C:21]([CH3:24])([CH3:23])[CH3:22])=[O:19].[CH2:25]([Sn:29](Cl)([CH2:34][CH2:35][CH2:36][CH3:37])[CH2:30][CH2:31][CH2:32][CH3:33])[CH2:26][CH2:27][CH3:28]. Product: [CH2:34]([Sn:29]([CH2:25][CH2:26][CH2:27][CH3:28])([CH2:30][CH2:31][CH2:32][CH3:33])[C:17]1[S:13][C:14]([C:18]([O:20][C:21]([CH3:24])([CH3:23])[CH3:22])=[O:19])=[CH:15][CH:16]=1)[CH2:35][CH2:36][CH3:37]. The catalyst class is: 1.